From a dataset of Full USPTO retrosynthesis dataset with 1.9M reactions from patents (1976-2016). Predict the reactants needed to synthesize the given product. (1) The reactants are: [Cl:1][C:2]1[CH:9]=[CH:8][C:5]([CH:6]=O)=[C:4]([OH:10])[CH:3]=1.C(N(CC)CC)C.[CH3:18][C:19]1(C)[O:26]C(=O)CC(=O)[O:20]1.[OH-].[Na+]. Given the product [Cl:1][C:2]1[CH:9]=[CH:8][C:5]([CH2:6][CH2:18][C:19]([OH:26])=[O:20])=[C:4]([OH:10])[CH:3]=1, predict the reactants needed to synthesize it. (2) Given the product [ClH:1].[Cl:1][C:2]1[CH:7]=[CH:6][C:5]2[NH:8][C:9]3[S:10][C:11]([CH3:16])=[CH:12][C:13]=3[C:14]([NH2:15])=[N:17][C:4]=2[CH:3]=1, predict the reactants needed to synthesize it. The reactants are: [Cl:1][C:2]1[CH:7]=[CH:6][C:5]([NH:8][C:9]2[S:10][C:11]([CH3:16])=[CH:12][C:13]=2[C:14]#[N:15])=[C:4]([N+:17]([O-])=O)[CH:3]=1.[Sn](Cl)Cl.Cl.O. (3) Given the product [CH3:1][CH:2]([O:4][P:21]([C:18]1[CH:19]=[CH:20][C:15]([N+:12]([O-:14])=[O:13])=[CH:16][CH:17]=1)(=[O:22])[O:29][CH:28]([CH3:30])[CH3:5])[CH3:3], predict the reactants needed to synthesize it. The reactants are: [CH3:1][CH:2]([OH:4])[CH3:3].[CH2:5](N(CC)CC)C.[N+:12]([C:15]1[CH:20]=[CH:19][C:18]([P:21](Cl)(Cl)=[O:22])=[CH:17][CH:16]=1)([O-:14])=[O:13].CCO[C:28]([CH3:30])=[O:29]. (4) The reactants are: [NH:1]1[CH2:5][CH2:4][CH2:3][CH2:2]1.[Cl:6][C:7]1[CH:8]=[C:9]([CH2:17][N:18]2[CH2:22][CH2:21][CH2:20][CH2:19]2)[CH:10]=[CH:11][C:12]=1[CH:13]=[C:14](Br)Br.[OH2:23]. Given the product [Cl:6][C:7]1[CH:8]=[C:9]([CH2:17][N:18]2[CH2:22][CH2:21][CH2:20][CH2:19]2)[CH:10]=[CH:11][C:12]=1[CH2:13][C:14]([N:1]1[CH2:5][CH2:4][CH2:3][CH2:2]1)=[O:23], predict the reactants needed to synthesize it. (5) The reactants are: [I:1][C:2]1[C:3]([O:10]COC)=[C:4]([CH:7]=[CH:8][N:9]=1)[CH:5]=[O:6].C(O)(C(F)(F)F)=O.C(Cl)Cl. Given the product [OH:10][C:3]1[C:2]([I:1])=[N:9][CH:8]=[CH:7][C:4]=1[CH:5]=[O:6], predict the reactants needed to synthesize it.